This data is from Catalyst prediction with 721,799 reactions and 888 catalyst types from USPTO. The task is: Predict which catalyst facilitates the given reaction. (1) Reactant: [Cl:1][C:2]1[N:3]=[CH:4][N:5](COCC[Si](C)(C)C)[C:6]=1[C:7]([NH:9][CH2:10][C:11]1[CH:16]=[CH:15][C:14]([Cl:17])=[C:13]([O:18][C:19]2[CH:24]=[C:23]([CH:25]3[CH2:27][CH2:26]3)[CH:22]=[C:21]([C:28]#[N:29])[CH:20]=2)[C:12]=1[F:30])=[O:8].C(O)(C(F)(F)F)=O. Product: [Cl:1][C:2]1[N:3]=[CH:4][NH:5][C:6]=1[C:7]([NH:9][CH2:10][C:11]1[CH:16]=[CH:15][C:14]([Cl:17])=[C:13]([O:18][C:19]2[CH:24]=[C:23]([CH:25]3[CH2:27][CH2:26]3)[CH:22]=[C:21]([C:28]#[N:29])[CH:20]=2)[C:12]=1[F:30])=[O:8]. The catalyst class is: 2. (2) Reactant: [Cl:1][C:2]1[CH:3]=[C:4]2[C:8](=[CH:9][CH:10]=1)[NH:7][C:6]([S:11]([N:14]1[CH2:19][CH2:18][N:17]([C:20]([C:22]3[CH:27]=[CH:26][C:25]([C:28]4[N:33]=[N:32][C:31]([OH:34])=[CH:30][CH:29]=4)=[CH:24][CH:23]=3)=[O:21])[CH2:16][CH2:15]1)(=[O:13])=[O:12])=[CH:5]2.C(=O)([O-])[O-].[K+].[K+].Br[CH2:42][CH2:43][O:44][CH2:45][CH2:46][O:47][CH3:48]. Product: [Cl:1][C:2]1[CH:3]=[C:4]2[C:8](=[CH:9][CH:10]=1)[NH:7][C:6]([S:11]([N:14]1[CH2:15][CH2:16][N:17]([C:20]([C:22]3[CH:27]=[CH:26][C:25]([C:28]4[CH:29]=[CH:30][C:31](=[O:34])[N:32]([CH2:42][CH2:43][O:44][CH2:45][CH2:46][O:47][CH3:48])[N:33]=4)=[CH:24][CH:23]=3)=[O:21])[CH2:18][CH2:19]1)(=[O:13])=[O:12])=[CH:5]2. The catalyst class is: 9. (3) Reactant: [Cl:1][C:2]1[CH:7]=[CH:6][N:5]=[C:4]([NH2:8])[CH:3]=1.C(N(CC)CC)C.[CH3:16][C:17]([CH3:22])([CH3:21])[C:18](Cl)=[O:19]. Product: [Cl:1][C:2]1[CH:7]=[CH:6][N:5]=[C:4]([NH:8][C:18](=[O:19])[C:17]([CH3:22])([CH3:21])[CH3:16])[CH:3]=1. The catalyst class is: 202. (4) Reactant: [CH:1]([C:3]1[O:7][C:6]([C:8]2[CH:9]=[C:10](NC(=O)C)[CH:11]=[CH:12][CH:13]=2)=[CH:5][CH:4]=1)=O.[S:18]1[CH2:24][C:22](=[O:23])[NH:21][C:19]1=[S:20].[CH2:25](CN)[OH:26].C[C:30](O)=[O:31]. Product: [CH3:30][O:31][C:10]1[CH:9]=[C:8]([C:6]2[O:7][C:3]([CH:1]=[C:24]3[S:18][C:19](=[S:20])[NH:21][C:22]3=[O:23])=[CH:4][CH:5]=2)[CH:13]=[CH:12][C:11]=1[O:26][CH3:25]. The catalyst class is: 12. (5) Reactant: [N:1]1([C:8]([O:10][C:11]([CH3:14])([CH3:13])[CH3:12])=[O:9])[CH2:7][CH2:6][CH2:5][NH:4][CH2:3][CH2:2]1.C(N(CC)CC)C.[Br:22][C:23]1[CH:24]=[C:25]2[C:30](=[CH:31][CH:32]=1)[C:29](=[O:33])[NH:28][CH:27]=[C:26]2[S:34](Cl)(=[O:36])=[O:35]. Product: [Br:22][C:23]1[CH:24]=[C:25]2[C:30](=[CH:31][CH:32]=1)[C:29](=[O:33])[NH:28][CH:27]=[C:26]2[S:34]([N:4]1[CH2:5][CH2:6][CH2:7][N:1]([C:8]([O:10][C:11]([CH3:14])([CH3:13])[CH3:12])=[O:9])[CH2:2][CH2:3]1)(=[O:36])=[O:35]. The catalyst class is: 1. (6) Reactant: [OH:1][C:2]1[C:11]2[C:6](=[CH:7][C:8]([O:12][C:13]3[CH:18]=[CH:17][C:16]([O:19][CH3:20])=[CH:15][CH:14]=3)=[CH:9][CH:10]=2)[C:5]([CH3:21])=[N:4][C:3]=1[C:22](OC)=[O:23].[NH2:26][CH2:27][C:28]([OH:30])=[O:29].C[O-].[Na+]. Product: [OH:1][C:2]1[C:11]2[C:6](=[CH:7][C:8]([O:12][C:13]3[CH:18]=[CH:17][C:16]([O:19][CH3:20])=[CH:15][CH:14]=3)=[CH:9][CH:10]=2)[C:5]([CH3:21])=[N:4][C:3]=1[C:22]([NH:26][CH2:27][C:28]([OH:30])=[O:29])=[O:23]. The catalyst class is: 5.